This data is from TCR-epitope binding with 47,182 pairs between 192 epitopes and 23,139 TCRs. The task is: Binary Classification. Given a T-cell receptor sequence (or CDR3 region) and an epitope sequence, predict whether binding occurs between them. The epitope is EILDITPCSF. The TCR CDR3 sequence is CAISGESSGTTPGELFF. Result: 1 (the TCR binds to the epitope).